From a dataset of Experimentally validated miRNA-target interactions with 360,000+ pairs, plus equal number of negative samples. Binary Classification. Given a miRNA mature sequence and a target amino acid sequence, predict their likelihood of interaction. (1) The miRNA is hsa-miR-190a-3p with sequence CUAUAUAUCAAACAUAUUCCU. The protein sequence of the target gene is MEARDKQVLRSLRLELGAEVLVEGLVLQYLYQEGILTENHIQEINAQTTGLRKTMLLLDILPSRGPKAFDTFLDSLQEFPWVREKLKKAREEAMTDLPAGDRLTGIPSHILNSSPSDRQINQLAQRLGPEWEPMVLSLGLSQTDIYRCKANHPHNVQSQVVEAFIRWRQRFGKQATFQSLHNGLRAVEVDPSLLLHMLE. Result: 1 (interaction). (2) The miRNA is mmu-miR-1941-3p with sequence CAUCUUAGCAGUAUCUCCCAU. The protein sequence of the target gene is MKTKFCTGGEAEPSPLGLLLSCGGNAAPTPGVGQQRDAAGELESKQLGGRTQPLALPPPPPPPLPLPPPPSPPLADEQPEPRTRRRAYLWCKEFLPGAWRGLREDQFHISVIRGGLSNMLFQCSLPDSIASVGDEPRKVLLRLYGAILKMRSCNKEGSEQAQNENEFQGAEAMVLESVMFAILAERSLGPKLFGIFPQGRLEQFIPSRRLDTEELRLPDISAEIAEKMATFHGMKMPFNKEPKWLFGTMEKYLNQVLRLKFSREARVQQLHKILSYNLPLELENLRSLLQYTRSPVVFCH.... Result: 0 (no interaction). (3) The miRNA is hsa-miR-6715b-5p with sequence ACAGGCACGACUGGUUUGGCA. The protein sequence of the target gene is MTMDKSELVQKAKLAEQAERYDDMAAAMKAVTEQGHELSNEERNLLSVAYKNVVGARRSSWRVISSIEQKTERNEKKQQMGKEYREKIEAELQDICNDVLELLDKYLIPNATQPESKVFYLKMKGDYFRYLSEVASGDNKQTTVSNSQQAYQEAFEISKKEMQPTHPIRLGLALNFSVFYYEILNSPEKACSLAKTAFDEAIAELDTLNEESYKDSTLIMQLLRDNLTLWTSENQGDEGDAGEGEN. Result: 1 (interaction). (4) The miRNA is hsa-miR-6765-3p with sequence UCACCUGGCUGGCCCGCCCAG. The protein sequence of the target gene is MAASEVAGLGAGTPSPSESSALCASKSDESLPDGLSPKDSAQKQKNLSPPSVSSQMITKESNRNAHLEHPEQNPGSSVGDTSAAHEEVVGENLVATALCLSGNGSQSDLKDLTNPAGEEGDTSLRESLHPVTRSLKAGCHSKQLASGNCSEEKCPAASVLKEGSRDAGLDLLPVVPPANGVEGVRVDQDDDQDSSSLKLSQNIAVQTDFKTADSEVNTDQDIEKNLDKMMTERTLLKERYQEVLDKQRQVESQLQVQLKQLQQRREEEMKNHQEILKAIQDVTIKREETKKKIEKEKKEF.... Result: 0 (no interaction). (5) The miRNA is hsa-miR-4727-3p with sequence AUAGUGGGAAGCUGGCAGAUUC. The protein sequence of the target gene is MVRSGKGIQNKNATEVTEFILLGLSDNPDLQGVLFALFLIIYTMTLVGNLGMMALIKIDRSLHTPMYFFLSSLSFVDASYSSSVTPKMLVNLMAEDKSISFNGCATQFFFFGSFLGTECFLLAMMAYDRYAAIWNPLLYPVLMSGRICFMLVSTSFLAGFGNAAIHTGMTFRLSFCGSNKINHFYCDTPPLLKLSCSDTHINGIVIMAFSSFNVISCVLIVLISYLCILIAILKMPSAEGRHKAFSTCASHLMAVTIFFGTILFMYLRPTSSYSMEQDKVVSVFYTVVIPMLNPLIYSLK.... Result: 0 (no interaction). (6) The miRNA is hsa-miR-3197 with sequence GGAGGCGCAGGCUCGGAAAGGCG. The protein sequence of the target gene is MPTAESEAKVKTKVRFEELLKTHSDLMREKKKLKKKLVRSEENISPDTIRSNLHYMKETTSDDPDTIRSNLPHIKETTSDDVSAANTNNLKKSTRVTKNKLRNTQLATENPNGDASVEEDKQGKPNKKVIKTVPQLTTQDLKPETPENKVDSTHQKTHTKPQPGVDHQKSEKANEGREETDLEEDEELMQAYQCHVTEEMAKEIKRKIRKKLKEQLTYFPSDTLFHDDKLSSEKRKKKKEVPVFSKAETSTLTISGDTVEGEQKKESSVRSVSSDSHQDDEISSMEQSTEDSMQDDTKPK.... Result: 0 (no interaction). (7) The miRNA is hsa-miR-3912-5p with sequence AUGUCCAUAUUAUGGGUUAGU. The protein sequence of the target gene is MYIKQVIIQGFRSYRDQTIVDPFSSKHNVIVGRNGSGKSNFFYAIQFVLSDEFSHLRPEQRLALLHEGTGPRVISAFVEIIFDNSDNRLPIDKEEVSLRRVIGAKKDQYFLDKKMVTKNDVMNLLESAGFSRSNPYYIVKQGKINQMATAPDSQRLKLLREVAGTRVYDERKEESISLMKETEGKREKINELLKYIEERLHTLEEEKEELAQYQKWDKMRRALEYTIYNQELNETRAKLDELSAKRETSGEKSRQLRDAQQDARDKMEDIERQVRELKTKISAMKEEKEQLSAERQEQIK.... Result: 0 (no interaction).